The task is: Predict the reaction yield, written as a fraction of the theoretical maximum amount of product (1.0 means a 100% yield; for example, 0.34 means a 34% yield).. This data is from Reaction yield outcomes from USPTO patents with 853,638 reactions. (1) The reactants are [CH3:1][NH:2][NH2:3].[CH3:4][CH2:5][C:6](=O)[CH2:7][C:8](=O)[CH2:9][CH3:10].C(O)(=O)C. The catalyst is C(O)C. The product is [CH2:5]([C:6]1[CH:7]=[C:8]([CH2:9][CH3:10])[N:2]([CH3:1])[N:3]=1)[CH3:4]. The yield is 0.940. (2) The reactants are C[O:2][C:3]([CH2:5][CH2:6][C:7]1[N:11]([CH2:12][C:13]2[CH:30]=[CH:29][C:16]3/[C:17](=[CH:26]/[C:27]#[N:28])/[C:18]4[CH:25]=[CH:24][CH:23]=[CH:22][C:19]=4[CH2:20][CH2:21][C:15]=3[CH:14]=2)[C:10]2[CH:31]=[C:32]([C:36]3[CH:41]=[CH:40][CH:39]=[CH:38][CH:37]=3)[CH:33]=[C:34]([CH3:35])[C:9]=2[N:8]=1)=[O:4].[OH-].[Na+]. The catalyst is C(O)C. The product is [C:3]([CH2:5][CH2:6][C:7]1[N:11]([CH2:12][C:13]2[CH:30]=[CH:29][C:16]3/[C:17](=[CH:26]/[C:27]#[N:28])/[C:18]4[CH:25]=[CH:24][CH:23]=[CH:22][C:19]=4[CH2:20][CH2:21][C:15]=3[CH:14]=2)[C:10]2[CH:31]=[C:32]([C:36]3[CH:37]=[CH:38][CH:39]=[CH:40][CH:41]=3)[CH:33]=[C:34]([CH3:35])[C:9]=2[N:8]=1)([OH:4])=[O:2]. The yield is 0.990. (3) The reactants are [CH2:1](I)[CH3:2].CN(C=O)C.[OH:9][C:10]1[C:18]2[O:17][C:16]([CH3:20])([CH3:19])[C:15](=[O:21])[C:14]=2[C:13]([CH3:22])=[C:12]([N:23]2[CH2:28][CH2:27][N:26]([C:29]3[CH:34]=[CH:33][C:32]([O:35][CH3:36])=[CH:31][CH:30]=3)[CH2:25][CH2:24]2)[C:11]=1[CH3:37].C(=O)([O-])[O-].[K+].[K+]. The catalyst is C(OCC)(=O)C.O. The product is [CH2:1]([O:9][C:10]1[C:18]2[O:17][C:16]([CH3:19])([CH3:20])[C:15](=[O:21])[C:14]=2[C:13]([CH3:22])=[C:12]([N:23]2[CH2:28][CH2:27][N:26]([C:29]3[CH:34]=[CH:33][C:32]([O:35][CH3:36])=[CH:31][CH:30]=3)[CH2:25][CH2:24]2)[C:11]=1[CH3:37])[CH3:2]. The yield is 0.440. (4) The product is [CH3:1][O:2][C:3]([C:4]1[CH:9]=[C:8]([I:10])[CH:7]=[C:6]2[C:5]=1[O:11][C:12]([CH3:15])([CH3:16])[CH:13]=[CH:14]2)=[O:17]. The yield is 0.860. The reactants are [CH3:1][O:2][C:3](=[O:17])[C:4]1[CH:9]=[C:8]([I:10])[CH:7]=[CH:6][C:5]=1[O:11][C:12]([CH3:16])([CH3:15])[C:13]#[CH:14]. The catalyst is C(N(C1C=CC=CC=1)CC)C. (5) The reactants are Cl[C:2]1[CH:7]=[C:6]([O:8][CH:9]2[CH2:12][CH:11]([O:13][CH2:14][C:15]([F:18])([F:17])[F:16])[CH2:10]2)[CH:5]=[CH:4][N:3]=1.[Cl-].[C:20]([O:24][C:25](=[O:28])[CH2:26][Zn+])([CH3:23])([CH3:22])[CH3:21].C1COCC1.[NH4+].[Cl-]. The catalyst is CCOC(C)=O.C1C=CC(/C=C/C(/C=C/C2C=CC=CC=2)=O)=CC=1.C1C=CC(/C=C/C(/C=C/C2C=CC=CC=2)=O)=CC=1.C1C=CC(/C=C/C(/C=C/C2C=CC=CC=2)=O)=CC=1.[Pd].[Pd].CC(C1C=C(C(C)C)C(C2C=CC=CC=2P(C2CCCCC2)C2CCCCC2)=C(C(C)C)C=1)C. The product is [F:16][C:15]([F:18])([F:17])[CH2:14][O:13][CH:11]1[CH2:12][CH:9]([O:8][C:6]2[CH:5]=[CH:4][N:3]=[C:2]([CH2:26][C:25]([O:24][C:20]([CH3:23])([CH3:22])[CH3:21])=[O:28])[CH:7]=2)[CH2:10]1. The yield is 0.690. (6) The reactants are Br[C:2]1[CH:3]=[C:4]([NH:10][C:11]2[N:12]=[CH:13][N:14]([CH3:16])[CH:15]=2)[C:5](=[O:9])[N:6]([CH3:8])[CH:7]=1.[C:17]([O:20][CH2:21][C:22]1[C:23]([N:37]2[CH2:48][CH2:47][N:46]3[C:39](=[CH:40][C:41]4[CH2:42][C:43]([CH3:50])([CH3:49])[CH2:44][C:45]=43)[C:38]2=[O:51])=[N:24][CH:25]=[CH:26][C:27]=1B1OC(C)(C)C(C)(C)O1)(=[O:19])[CH3:18].[O-]P([O-])([O-])=O.[K+].[K+].[K+].C([O-])(=O)C.[Na+]. The catalyst is C1C=CC(P(C2C=CC=CC=2)[C-]2C=CC=C2)=CC=1.C1C=CC(P(C2C=CC=CC=2)[C-]2C=CC=C2)=CC=1.Cl[Pd]Cl.[Fe+2].C(#N)C.O. The product is [C:17]([O:20][CH2:21][C:22]1[C:23]([N:37]2[CH2:48][CH2:47][N:46]3[C:39](=[CH:40][C:41]4[CH2:42][C:43]([CH3:50])([CH3:49])[CH2:44][C:45]=43)[C:38]2=[O:51])=[N:24][CH:25]=[CH:26][C:27]=1[C:2]1[CH:3]=[C:4]([NH:10][C:11]2[N:12]=[CH:13][N:14]([CH3:16])[CH:15]=2)[C:5](=[O:9])[N:6]([CH3:8])[CH:7]=1)(=[O:19])[CH3:18]. The yield is 0.372. (7) The catalyst is C1C=CC(P(C2C=CC=CC=2)[C-]2C=CC=C2)=CC=1.C1C=CC(P(C2C=CC=CC=2)[C-]2C=CC=C2)=CC=1.Cl[Pd]Cl.[Fe+2].C(#N)C.O. The product is [C:24]([O:27][CH2:28][C:29]1[C:30]([N:44]2[CH2:55][CH2:54][N:53]3[C:46](=[CH:47][C:48]4[CH2:49][C:50]([CH3:57])([CH3:56])[CH2:51][C:52]=43)[C:45]2=[O:58])=[N:31][CH:32]=[CH:33][C:34]=1[C:2]1[CH:3]=[C:4]([NH:10][C:11]2[CH:16]=[CH:15][C:14]([CH:17]3[CH2:22][CH2:21][N:20]([CH3:23])[CH2:19][CH2:18]3)=[CH:13][N:12]=2)[C:5](=[O:9])[N:6]([CH3:8])[CH:7]=1)(=[O:26])[CH3:25]. The reactants are Br[C:2]1[CH:3]=[C:4]([NH:10][C:11]2[CH:16]=[CH:15][C:14]([CH:17]3[CH2:22][CH2:21][N:20]([CH3:23])[CH2:19][CH2:18]3)=[CH:13][N:12]=2)[C:5](=[O:9])[N:6]([CH3:8])[CH:7]=1.[C:24]([O:27][CH2:28][C:29]1[C:30]([N:44]2[CH2:55][CH2:54][N:53]3[C:46](=[CH:47][C:48]4[CH2:49][C:50]([CH3:57])([CH3:56])[CH2:51][C:52]=43)[C:45]2=[O:58])=[N:31][CH:32]=[CH:33][C:34]=1B1OC(C)(C)C(C)(C)O1)(=[O:26])[CH3:25].[O-]P([O-])([O-])=O.[K+].[K+].[K+].O.O.O.C([O-])(=O)C.[Na+]. The yield is 0.380. (8) The reactants are [NH2:1][CH:2]([C:9]1[CH:14]=[CH:13][CH:12]=[CH:11][CH:10]=1)[C:3]1[CH:8]=[CH:7][CH:6]=[CH:5][CH:4]=1.CCN(CC)CC.[Cl:22][CH2:23][C:24](Cl)=[O:25]. The catalyst is C(Cl)Cl. The product is [CH:2]([NH:1][C:24](=[O:25])[CH2:23][Cl:22])([C:3]1[CH:8]=[CH:7][CH:6]=[CH:5][CH:4]=1)[C:9]1[CH:14]=[CH:13][CH:12]=[CH:11][CH:10]=1. The yield is 0.120. (9) The reactants are [CH2:1]([Zn]CC)C.IC.C(COC)OC.[CH3:14][O:15][N:16]([CH3:30])[C:17](=[O:29])[CH2:18]/[CH:19]=[CH:20]/[C:21]1[CH:26]=[CH:25][C:24]([O:27][CH3:28])=[CH:23][CH:22]=1. The catalyst is ClCCl.O. The product is [CH3:14][O:15][N:16]([CH3:30])[C:17](=[O:29])[CH2:18][CH:19]1[CH2:1][CH:20]1[C:21]1[CH:22]=[CH:23][C:24]([O:27][CH3:28])=[CH:25][CH:26]=1. The yield is 0.852.